Predict the product of the given reaction. From a dataset of Forward reaction prediction with 1.9M reactions from USPTO patents (1976-2016). (1) Given the reactants [N:1]1([C:6]2[CH:13]=[CH:12][C:9]([C:10]#[N:11])=[CH:8][CH:7]=2)[CH:5]=[N:4][CH:3]=[N:2]1.[Br:14]N1C(=O)CCC1=O, predict the reaction product. The product is: [Br:14][C:5]1[N:1]([C:6]2[CH:7]=[CH:8][C:9]([C:10]#[N:11])=[CH:12][CH:13]=2)[N:2]=[CH:3][N:4]=1. (2) Given the reactants [Cl:1][C:2]1[CH:7]=[CH:6][C:5]([C:8]2[N:24]3[C:11]([CH2:12][C:13]4[C:21]5[CH:20]=[CH:19][CH:18]=[CH:17][C:16]=5[N:15]([CH3:22])[C:14]=4[CH2:23]3)=[C:10]([C:25](OC)=[O:26])[C:9]=2[C:29](OC)=[O:30])=[CH:4][CH:3]=1.[H-].[H-].[H-].[H-].[Li+].[Al+3], predict the reaction product. The product is: [Cl:1][C:2]1[CH:7]=[CH:6][C:5]([C:8]2[N:24]3[C:11]([CH2:12][C:13]4[C:21]5[CH:20]=[CH:19][CH:18]=[CH:17][C:16]=5[N:15]([CH3:22])[C:14]=4[CH2:23]3)=[C:10]([CH2:25][OH:26])[C:9]=2[CH2:29][OH:30])=[CH:4][CH:3]=1. (3) The product is: [NH:26]1[C:30]2[CH:31]=[C:32]([N:35]3[CH:39]([CH:40]4[CH2:45][CH2:44][CH2:43][CH2:42][CH2:41]4)[C:38]([CH3:46])=[C:37]([O:47][CH3:3])[C:36]3=[O:48])[CH:33]=[CH:34][C:29]=2[N:28]=[CH:27]1. Given the reactants [OH-].[K+].[CH3:3]C1C=CC(S(N(N=O)C)(=O)=O)=CC=1.C(O)CO.CCOCC.[NH:26]1[C:30]2[CH:31]=[C:32]([N:35]3[CH:39]([CH:40]4[CH2:45][CH2:44][CH2:43][CH2:42][CH2:41]4)[C:38]([CH3:46])=[C:37]([OH:47])[C:36]3=[O:48])[CH:33]=[CH:34][C:29]=2[N:28]=[CH:27]1, predict the reaction product. (4) Given the reactants [CH3:1][C:2]1[CH:7]=[CH:6][C:5]([CH3:8])=[CH:4][C:3]=1[CH2:9][N:10]1[C:15](=[O:16])[C:14]([C:17]([NH:19][CH2:20][C:21]([O:23]CC)=[O:22])=[O:18])=[C:13]([OH:26])[C:12]([C:27](OC)=[O:28])=[C:11]1[OH:31].CC1C=CC(C)=CC=1C[N:41]1[C:46](=O)[CH:45]=[C:44](O)[C:43](C(OC)=O)=[C:42]1O.C([N:57](C(C)C)CC)(C)C.N(CC(OCC)=O)=C=O, predict the reaction product. The product is: [CH3:1][C:2]1[CH:7]=[CH:6][C:5]([CH3:8])=[CH:4][C:3]=1[CH2:9][N:10]1[C:11]([OH:31])=[C:12]([C:27]([NH:57][C:43]2[CH:42]=[N:41][CH:46]=[CH:45][CH:44]=2)=[O:28])[C:13]([OH:26])=[C:14]([C:17]([NH:19][CH2:20][C:21]([OH:23])=[O:22])=[O:18])[C:15]1=[O:16].